Dataset: Reaction yield outcomes from USPTO patents with 853,638 reactions. Task: Predict the reaction yield, written as a fraction of the theoretical maximum amount of product (1.0 means a 100% yield; for example, 0.34 means a 34% yield). The reactants are [C:1]([Si:5]([CH3:11])([CH3:10])[O:6][CH2:7][C:8]#[CH:9])([CH3:4])([CH3:3])[CH3:2].C([Mg]Cl)(C)C.[Li+].[Cl-].CON(C)[C:22](=[O:24])[CH3:23].[NH4+].[Cl-]. The catalyst is C1COCC1. The product is [Si:5]([O:6][CH2:7][C:8]#[C:9][C:22](=[O:24])[CH3:23])([C:1]([CH3:3])([CH3:4])[CH3:2])([CH3:10])[CH3:11]. The yield is 0.640.